Dataset: Forward reaction prediction with 1.9M reactions from USPTO patents (1976-2016). Task: Predict the product of the given reaction. (1) The product is: [F:29][C:2]1([F:1])[CH2:7][CH2:6][N:5]([C:8]([C:10]2[N:11]([C:35]3[CH:36]=[CH:37][C:32]([O:31][CH3:30])=[CH:33][CH:34]=3)[C:12]3[C:17]([CH:18]=2)=[CH:16][C:15]([O:19][CH:20]2[CH2:25][CH2:24][N:23]([CH:26]([CH3:27])[CH3:28])[CH2:22][CH2:21]2)=[CH:14][CH:13]=3)=[O:9])[CH2:4][CH2:3]1. Given the reactants [F:1][C:2]1([F:29])[CH2:7][CH2:6][N:5]([C:8]([C:10]2[NH:11][C:12]3[C:17]([CH:18]=2)=[CH:16][C:15]([O:19][CH:20]2[CH2:25][CH2:24][N:23]([CH:26]([CH3:28])[CH3:27])[CH2:22][CH2:21]2)=[CH:14][CH:13]=3)=[O:9])[CH2:4][CH2:3]1.[CH3:30][O:31][C:32]1[CH:37]=[CH:36][C:35](B(O)O)=[CH:34][CH:33]=1, predict the reaction product. (2) The product is: [CH:15]1([NH:14][CH:11]2[CH2:12][CH2:13][NH:8][CH2:9][C:10]2([CH2:19][CH3:20])[CH3:18])[CH2:17][CH2:16]1. Given the reactants C([N:8]1[CH2:13][CH2:12][CH:11]([NH:14][CH:15]2[CH2:17][CH2:16]2)[C:10]([CH2:19][CH3:20])([CH3:18])[CH2:9]1)C1C=CC=CC=1, predict the reaction product.